Dataset: Choline transporter screen with 302,306 compounds. Task: Binary Classification. Given a drug SMILES string, predict its activity (active/inactive) in a high-throughput screening assay against a specified biological target. (1) The drug is O=C(Nc1c(OC)ccc(c1)C)C(n1nnc(c1C(OCC)=O)C(OCC)=O)CC. The result is 0 (inactive). (2) The compound is S=C(NCc1cc2c3c([nH]c2cc1)CCCC3)Nc1ccccc1. The result is 0 (inactive). (3) The compound is FC(F)(F)c1cc(/N=C2/N=c3n(C(=O)/C2=C/NNC(=O)c2c([N+]([O-])=O)cccc2)cccc3)ccc1. The result is 0 (inactive).